Dataset: Full USPTO retrosynthesis dataset with 1.9M reactions from patents (1976-2016). Task: Predict the reactants needed to synthesize the given product. (1) Given the product [CH3:4][CH:11]([C:10](=[O:16])[CH2:9][CH3:8])[C:12](=[O:15])[CH2:13][CH3:14], predict the reactants needed to synthesize it. The reactants are: [H-].[Na+].O1CCC[CH2:4]1.[CH3:8][CH2:9][C:10](=[O:16])[CH2:11][C:12](=[O:15])[CH2:13][CH3:14].IC. (2) Given the product [CH2:3]([O:10][C:11]([N:13]([C@H:14]1[CH2:18][CH2:17][N:16]([C:19]([O:21][C:22]([CH3:25])([CH3:24])[CH3:23])=[O:20])[CH2:15]1)[CH3:27])=[O:12])[C:4]1[CH:5]=[CH:6][CH:7]=[CH:8][CH:9]=1, predict the reactants needed to synthesize it. The reactants are: [H-].[Na+].[CH2:3]([O:10][C:11]([NH:13][C@H:14]1[CH2:18][CH2:17][N:16]([C:19]([O:21][C:22]([CH3:25])([CH3:24])[CH3:23])=[O:20])[CH2:15]1)=[O:12])[C:4]1[CH:9]=[CH:8][CH:7]=[CH:6][CH:5]=1.I[CH3:27].CO. (3) Given the product [Cl:1][C:2]1[N:7]=[CH:6][C:5]([C:8]([O:10][CH:14]([CH3:16])[CH3:15])=[O:9])=[C:4]([CH:11]([CH3:13])[CH3:12])[CH:3]=1, predict the reactants needed to synthesize it. The reactants are: [Cl:1][C:2]1[N:7]=[CH:6][C:5]([C:8]([OH:10])=[O:9])=[C:4]([CH:11]([CH3:13])[CH3:12])[CH:3]=1.[CH:14](O)([CH3:16])[CH3:15].N12CCCN=C1CCCCC2. (4) Given the product [CH3:28][NH:27][C:25]([C:10]1[C:11]2[CH2:12][CH2:13][C:14]3([NH:23][C:24]=2[C:7]2[N:6]=[C:5]([CH3:29])[NH:4][C:8]=2[CH:9]=1)[CH2:22][C:21]1[C:16](=[CH:17][CH:18]=[CH:19][CH:20]=1)[CH2:15]3)=[O:26], predict the reactants needed to synthesize it. The reactants are: C([N:4]1[C:8]2[CH:9]=[C:10]([C:25]([NH:27][CH3:28])=[O:26])[C:11]3[CH2:12][CH2:13][C:14]4([NH:23][C:24]=3[C:7]=2[N:6]=[C:5]1[CH3:29])[CH2:22][C:21]1[C:16](=[CH:17][CH:18]=[CH:19][CH:20]=1)[CH2:15]4)C=C.CN1C(=O)CC(=O)N(C)C1=O. (5) Given the product [CH3:12][O:2][C:1]([C:4]1[C:9]([Cl:10])=[N:8][C:7]([Cl:11])=[CH:6][N:5]=1)=[O:3], predict the reactants needed to synthesize it. The reactants are: [C:1]([C:4]1[C:9]([Cl:10])=[N:8][C:7]([Cl:11])=[CH:6][N:5]=1)([OH:3])=[O:2].[C:12](=O)([O-])O.[Na+].CI.CN(C)C=O. (6) Given the product [C:7]1([C:3]2[O:4][CH:5]=[CH:6][C:2]=2[B:13]([OH:18])[OH:14])[CH:12]=[CH:11][CH:10]=[CH:9][CH:8]=1, predict the reactants needed to synthesize it. The reactants are: Br[C:2]1[CH:6]=[CH:5][O:4][C:3]=1[C:7]1[CH:12]=[CH:11][CH:10]=[CH:9][CH:8]=1.[B:13](OC(C)C)([O:18]C(C)C)[O:14]C(C)C.[Li]CCCC. (7) Given the product [C:4]([O:3][C:1](=[O:2])[NH:8][C@H:9]1[CH2:10][CH2:11][C@H:12]([C:15](=[O:17])[N:23]([C:22]2[CH:25]=[CH:26][C:19]([Br:18])=[CH:20][CH:21]=2)[CH3:24])[CH2:13][CH2:14]1)([CH3:5])([CH3:6])[CH3:7], predict the reactants needed to synthesize it. The reactants are: [C:1]([NH:8][C@H:9]1[CH2:14][CH2:13][C@H:12]([C:15]([OH:17])=O)[CH2:11][CH2:10]1)([O:3][C:4]([CH3:7])([CH3:6])[CH3:5])=[O:2].[Br:18][C:19]1[CH:26]=[CH:25][C:22]([NH:23][CH3:24])=[CH:21][CH:20]=1.CCN(CC)CC.CN(C(ON1N=NC2C=CC=NC1=2)=[N+](C)C)C.F[P-](F)(F)(F)(F)F.